Regression. Given a peptide amino acid sequence and an MHC pseudo amino acid sequence, predict their binding affinity value. This is MHC class I binding data. From a dataset of Peptide-MHC class I binding affinity with 185,985 pairs from IEDB/IMGT. (1) The peptide sequence is GRDNRTIISL. The MHC is HLA-B27:05 with pseudo-sequence HLA-B27:05. The binding affinity (normalized) is 0.706. (2) The peptide sequence is TLYCVHQEI. The MHC is HLA-B15:17 with pseudo-sequence HLA-B15:17. The binding affinity (normalized) is 0.304. (3) The peptide sequence is DGAEALGPF. The MHC is H-2-Db with pseudo-sequence H-2-Db. The binding affinity (normalized) is 0. (4) The MHC is HLA-A68:01 with pseudo-sequence HLA-A68:01. The peptide sequence is MLVTPSMTMR. The binding affinity (normalized) is 0.630. (5) The peptide sequence is LGHGVSIEW. The MHC is HLA-B57:03 with pseudo-sequence HLA-B57:03. The binding affinity (normalized) is 0.680. (6) The peptide sequence is GMKAFTAAV. The MHC is HLA-B40:01 with pseudo-sequence HLA-B40:01. The binding affinity (normalized) is 0.0847. (7) The peptide sequence is LPYSQPQPF. The MHC is HLA-B07:02 with pseudo-sequence HLA-B07:02. The binding affinity (normalized) is 0.762. (8) The peptide sequence is GHLAASVTL. The MHC is HLA-B35:01 with pseudo-sequence HLA-B35:01. The binding affinity (normalized) is 0.0847.